From a dataset of Reaction yield outcomes from USPTO patents with 853,638 reactions. Predict the reaction yield, written as a fraction of the theoretical maximum amount of product (1.0 means a 100% yield; for example, 0.34 means a 34% yield). (1) The reactants are [Cl:1][C:2]1[CH:7]=[CH:6][N:5]=[CH:4][CH:3]=1.OS(O)(=O)=O.OO.[CH3:15][NH:16][CH:17]=[O:18]. No catalyst specified. The product is [Cl:1][C:2]1[CH:7]=[CH:6][N:5]=[C:4]([C:17]([NH:16][CH3:15])=[O:18])[CH:3]=1. The yield is 0.0530. (2) The reactants are [Br:1][C:2]1[C:3]([C@@H:9]2[CH2:13][O:12][CH2:11][C@H:10]2[OH:14])=[C:4]([CH3:8])[S:5][C:6]=1[CH3:7]. The catalyst is C(OC=C)(=O)C. The product is [Br:1][C:2]1[C:3]([C@H:9]2[CH2:13][O:12][CH2:11][C@@H:10]2[OH:14])=[C:4]([CH3:8])[S:5][C:6]=1[CH3:7]. The yield is 0.490.